The task is: Predict the reactants needed to synthesize the given product.. This data is from Full USPTO retrosynthesis dataset with 1.9M reactions from patents (1976-2016). (1) Given the product [C:1]([C:5]1[CH:6]=[CH:7][C:8]([C:11]2[N:12]([C:39]3[CH:44]=[CH:43][C:42]([C:45]4[N:46]=[C:47]([C@@H:50]5[CH2:54][CH2:53][CH2:52][NH:51]5)[NH:48][CH:49]=4)=[CH:41][CH:40]=3)[CH:13]=[CH:14][C:15]=2[C:16]2[CH:17]=[CH:18][C:19]([C:22]3[N:23]=[C:24]([C@@H:27]4[CH2:31][CH2:30][CH2:29][NH:28]4)[NH:25][CH:26]=3)=[CH:20][CH:21]=2)=[CH:9][CH:10]=1)([CH3:4])([CH3:2])[CH3:3], predict the reactants needed to synthesize it. The reactants are: [C:1]([C:5]1[CH:10]=[CH:9][C:8]([C:11]2[N:12]([C:39]3[CH:44]=[CH:43][C:42]([C:45]4[N:46]=[C:47]([C@@H:50]5[CH2:54][CH2:53][CH2:52][N:51]5C(OC(C)(C)C)=O)[NH:48][CH:49]=4)=[CH:41][CH:40]=3)[CH:13]=[CH:14][C:15]=2[C:16]2[CH:21]=[CH:20][C:19]([C:22]3[N:23]=[C:24]([C@@H:27]4[CH2:31][CH2:30][CH2:29][N:28]4C(OC(C)(C)C)=O)[NH:25][CH:26]=3)=[CH:18][CH:17]=2)=[CH:7][CH:6]=1)([CH3:4])([CH3:3])[CH3:2].Cl. (2) Given the product [CH3:1][O:2][C:3]1[CH:8]=[CH:7][C:6]([CH2:9][C:10]([O:12][CH2:13][CH3:14])=[O:11])=[C:5]([N+:20]([O-:22])=[O:21])[CH:4]=1, predict the reactants needed to synthesize it. The reactants are: [CH3:1][O:2][C:3]1[CH:8]=[CH:7][C:6]([CH:9](C(OCC)=O)[C:10]([O:12][CH2:13][CH3:14])=[O:11])=[C:5]([N+:20]([O-:22])=[O:21])[CH:4]=1.O[Li].O.O. (3) Given the product [CH3:1][C:2]1[C:3]([C:17]([OH:19])=[O:18])=[N:4][O:5][C:6]=1[C:7]1[CH2:16][CH2:15][C:10]2([CH2:14][O:13][CH2:12][CH2:11]2)[CH2:9][CH:8]=1, predict the reactants needed to synthesize it. The reactants are: [CH3:1][C:2]1[C:3]([C:17]([O:19]CC)=[O:18])=[N:4][O:5][C:6]=1[C:7]1[CH2:16][CH2:15][C:10]2([CH2:14][O:13][CH2:12][CH2:11]2)[CH2:9][CH:8]=1.C1COCC1.[OH-].[Na+].Cl. (4) Given the product [CH:32]1([CH2:38][NH:39][C:26](=[O:27])[C:25]2[CH:29]=[CH:30][CH:31]=[C:23]([CH2:22][N:3]3[C:4]4[C:9](=[CH:8][CH:7]=[CH:6][CH:5]=4)[C:10]4([CH2:11][O:12][C:13]5[CH:21]=[C:17]6[C:16](=[CH:15][C:14]4=5)[CH2:20][CH2:19][O:18]6)[C:2]3=[O:1])[CH:24]=2)[CH2:37][CH2:36][CH2:35][CH2:34][CH2:33]1, predict the reactants needed to synthesize it. The reactants are: [O:1]=[C:2]1[C:10]2([C:14]3=[CH:15][C:16]4[CH2:20][CH2:19][O:18][C:17]=4[CH:21]=[C:13]3[O:12][CH2:11]2)[C:9]2[C:4](=[CH:5][CH:6]=[CH:7][CH:8]=2)[N:3]1[CH2:22][C:23]1[CH:24]=[C:25]([CH:29]=[CH:30][CH:31]=1)[C:26](Cl)=[O:27].[CH:32]1([CH2:38][NH2:39])[CH2:37][CH2:36][CH2:35][CH2:34][CH2:33]1.C(N(CC)CC)C. (5) Given the product [ClH:30].[ClH:30].[CH:1]1([CH2:4][NH:5][S:6]([NH:9][C:10]2[CH:11]=[CH:12][C:13]([CH2:16][C:17]([NH:20][CH2:21][C@H:22]([OH:29])[C:23]3[CH:24]=[N:25][CH:26]=[CH:27][CH:28]=3)([CH3:19])[CH3:18])=[CH:14][CH:15]=2)(=[O:7])=[O:8])[CH2:2][CH2:3]1, predict the reactants needed to synthesize it. The reactants are: [CH:1]1([CH2:4][NH:5][S:6]([NH:9][C:10]2[CH:15]=[CH:14][C:13]([CH2:16][C:17]([NH:20][CH2:21][C@H:22]([OH:29])[C:23]3[CH:24]=[N:25][CH:26]=[CH:27][CH:28]=3)([CH3:19])[CH3:18])=[CH:12][CH:11]=2)(=[O:8])=[O:7])[CH2:3][CH2:2]1.[ClH:30]. (6) Given the product [Br:16][C:17]1[CH:22]=[CH:21][C:20]([CH2:23][CH2:24][NH:25][C:9](=[O:10])[O:11][C:12]([CH3:13])([CH3:14])[CH3:15])=[CH:19][CH:18]=1, predict the reactants needed to synthesize it. The reactants are: [C:9](O[C:9]([O:11][C:12]([CH3:15])([CH3:14])[CH3:13])=[O:10])([O:11][C:12]([CH3:15])([CH3:14])[CH3:13])=[O:10].[Br:16][C:17]1[CH:22]=[CH:21][C:20]([CH2:23][CH2:24][NH2:25])=[CH:19][CH:18]=1.[Br:16][C:17]1[CH:22]=[CH:21][C:20]([CH2:23][CH2:24][NH2:25])=[CH:19][CH:18]=1.CCN(C(C)C)C(C)C. (7) Given the product [F:42][C:19]1[CH:20]=[C:21]([NH:24][C:25]([CH:27]2[CH2:33][CH2:32][CH2:31][CH2:30][N:29]([C:34]3[CH:35]=[CH:36][C:37]([F:40])=[CH:38][CH:39]=3)[C:28]2=[O:41])=[O:26])[CH:22]=[CH:23][C:18]=1[O:17][C:16]1[CH:15]=[CH:14][N:13]=[C:12]2[NH:8][N:9]=[C:10]([NH:43][CH:44]3[CH2:49][CH2:48][N:47]([CH3:50])[CH2:46][CH2:45]3)[C:11]=12, predict the reactants needed to synthesize it. The reactants are: COC1C=CC(C[N:8]2[C:12]3=[N:13][CH:14]=[CH:15][C:16]([O:17][C:18]4[CH:23]=[CH:22][C:21]([NH:24][C:25]([CH:27]5[CH2:33][CH2:32][CH2:31][CH2:30][N:29]([C:34]6[CH:39]=[CH:38][C:37]([F:40])=[CH:36][CH:35]=6)[C:28]5=[O:41])=[O:26])=[CH:20][C:19]=4[F:42])=[C:11]3[C:10]([NH:43][CH:44]3[CH2:49][CH2:48][N:47]([CH3:50])[CH2:46][CH2:45]3)=[N:9]2)=CC=1.